Dataset: Catalyst prediction with 721,799 reactions and 888 catalyst types from USPTO. Task: Predict which catalyst facilitates the given reaction. (1) The catalyst class is: 123. Product: [NH2:1][C:4]1[CH:5]=[CH:6][C:7](=[O:11])[N:8]([CH3:10])[CH:9]=1. Reactant: [N+:1]([C:4]1[CH:5]=[CH:6][C:7](=[O:11])[N:8]([CH3:10])[CH:9]=1)([O-])=O. (2) Reactant: CCN(C(C)C)C(C)C.[Br:10][C:11]1[CH:12]=[C:13]2[C:24](=[CH:25][CH:26]=1)[O:23][C:16]1[C:17]([F:22])=[N:18][C:19]([Cl:21])=[CH:20][C:15]=1[C:14]2([CH2:39][C:40]([O:42]C)=O)[NH:27][C:28]([NH:37][CH3:38])=[N:29][C:30]([O:32][C:33]([CH3:36])([CH3:35])[CH3:34])=[O:31]. Product: [Br:10][C:11]1[CH:12]=[C:13]2[C:14]3([CH2:39][C:40](=[O:42])[N:37]([CH3:38])[C:28]([NH:29][C:30](=[O:31])[O:32][C:33]([CH3:35])([CH3:36])[CH3:34])=[N:27]3)[C:15]3[CH:20]=[C:19]([Cl:21])[N:18]=[C:17]([F:22])[C:16]=3[O:23][C:24]2=[CH:25][CH:26]=1. The catalyst class is: 14. (3) Reactant: [OH:1][C:2]1[CH:11]=[CH:10][C:5]([C:6]([O:8][CH3:9])=[O:7])=[CH:4][N:3]=1.Br.Br[CH2:14][C:15]1[CH:20]=[CH:19][CH:18]=[CH:17][N:16]=1.C([O-])([O-])=O.[K+].[K+]. Product: [N:16]1[CH:17]=[CH:18][CH:19]=[CH:20][C:15]=1[CH2:14][O:1][C:2]1[CH:11]=[CH:10][C:5]([C:6]([O:8][CH3:9])=[O:7])=[CH:4][N:3]=1. The catalyst class is: 23. (4) Reactant: [NH2:1][C:2]1[CH:11]=[CH:10][C:5]([C:6]([O:8][CH3:9])=[O:7])=[C:4]([N+:12]([O-:14])=[O:13])[CH:3]=1.[C:15](N1C=CC=CC1=O)(N1C=CC=CC1=O)=[S:16]. Product: [CH3:9][O:8][C:6]([C:5]1[CH:10]=[CH:11][C:2]([N:1]=[C:15]=[S:16])=[CH:3][C:4]=1[N+:12]([O-:14])=[O:13])=[O:7]. The catalyst class is: 4. (5) Reactant: Cl[C:2]1[C:7]([C:8]#[N:9])=[CH:6][N:5]=[C:4]([S:10][CH3:11])[N:3]=1.[NH2:12][CH:13]1[CH2:18][CH2:17][CH2:16][C:15]([CH3:20])([OH:19])[CH2:14]1.CCN(C(C)C)C(C)C. Product: [OH:19][C@:15]1([CH3:20])[CH2:16][CH2:17][CH2:18][C@H:13]([NH:12][C:2]2[C:7]([C:8]#[N:9])=[CH:6][N:5]=[C:4]([S:10][CH3:11])[N:3]=2)[CH2:14]1.[OH:19][C@@:15]1([CH3:20])[CH2:16][CH2:17][CH2:18][C@@H:13]([NH:12][C:2]2[C:7]([C:8]#[N:9])=[CH:6][N:5]=[C:4]([S:10][CH3:11])[N:3]=2)[CH2:14]1. The catalyst class is: 32.